From a dataset of Full USPTO retrosynthesis dataset with 1.9M reactions from patents (1976-2016). Predict the reactants needed to synthesize the given product. (1) Given the product [C:43]([C:39]1[CH:38]=[C:37]([O:36][C:35]2[CH:46]=[CH:47][C:32]([NH:31][C:20](=[O:21])[N:11]([C:9](=[O:10])[CH2:8][C:5]3[CH:4]=[CH:3][C:2]([F:1])=[CH:7][CH:6]=3)[CH3:12])=[CH:33][C:34]=2[F:48])[CH:42]=[CH:41][N:40]=1)(=[O:44])[NH2:45], predict the reactants needed to synthesize it. The reactants are: [F:1][C:2]1[CH:7]=[CH:6][C:5]([CH2:8][C:9]([NH:11][CH3:12])=[O:10])=[CH:4][CH:3]=1.[Li]C.CCOCC.[C:20](Cl)(Cl)=[O:21].C1(C)C=CC=CC=1.[NH2:31][C:32]1[CH:47]=[CH:46][C:35]([O:36][C:37]2[CH:42]=[CH:41][N:40]=[C:39]([C:43]([NH2:45])=[O:44])[CH:38]=2)=[C:34]([F:48])[CH:33]=1.FC1C=C(NC(=O)CC(NC2C=CC(F)=CC=2)=O)C=CC=1OC1C=CN=C(NCCN2CCOCC2)C=1.CCN(C(C)C)C(C)C. (2) The reactants are: [NH2:1][N:2]1[CH:6]=[CH:5][CH:4]=[C:3]1[C:7]([O:9][CH3:10])=[O:8].[C:11]([O:15][C:16]([NH:18][C@@H:19]([CH3:23])[C:20](O)=[O:21])=[O:17])([CH3:14])([CH3:13])[CH3:12].C(N(C(C)C)CC)(C)C.C(P1(=O)OP(CCC)(=O)OP(CCC)(=O)O1)CC. Given the product [C:11]([O:15][C:16]([NH:18][CH:19]([CH3:23])[C:20]([NH:1][N:2]1[CH:6]=[CH:5][CH:4]=[C:3]1[C:7]([O:9][CH3:10])=[O:8])=[O:21])=[O:17])([CH3:14])([CH3:13])[CH3:12], predict the reactants needed to synthesize it. (3) The reactants are: [Br:1][C:2]1[C:10]([C:11]#[N:12])=[CH:9][CH:8]=[C:7]2[C:3]=1[CH2:4][CH2:5][C:6]2=[O:13].BrC1C=CC(F)=C2C=1CC[C@@H]2O. Given the product [Br:1][C:2]1[C:10]([C:11]#[N:12])=[CH:9][CH:8]=[C:7]2[C:3]=1[CH2:4][CH2:5][C@@H:6]2[OH:13], predict the reactants needed to synthesize it.